This data is from Catalyst prediction with 721,799 reactions and 888 catalyst types from USPTO. The task is: Predict which catalyst facilitates the given reaction. (1) Reactant: [NH:1]1[CH:5]=[CH:4][N:3]=[CH:2]1.[CH3:6][O-:7].[Na+]. Product: [C:6]([N:1]1[CH:5]=[CH:4][N:3]=[CH:2]1)([N:1]1[CH:5]=[CH:4][N:3]=[CH:2]1)=[O:7]. The catalyst class is: 159. (2) Reactant: [CH2:1]([O:3][C:4](=[O:13])[C:5]1[CH:10]=[CH:9][N:8]=[C:7](Cl)[C:6]=1[Cl:12])[CH3:2].[C:14]([O-])([O-])=O.[K+].[K+].CB1OB(C)OB(C)O1.O. Product: [CH2:1]([O:3][C:4](=[O:13])[C:5]1[CH:10]=[CH:9][N:8]=[C:7]([CH3:14])[C:6]=1[Cl:12])[CH3:2]. The catalyst class is: 77. (3) Reactant: [CH3:1][O:2][C:3]([C:5]1[S:6][C:7]2[CH:8]([N:20]=[N+]=[N-])[CH2:9][O:10][C:11]3[CH:18]=[CH:17][C:16]([Br:19])=[CH:15][C:12]=3[C:13]=2[N:14]=1)=[O:4].C1C=CC(P(C2C=CC=CC=2)C2C=CC=CC=2)=CC=1.[C:42](Cl)(=[O:44])[CH3:43]. Product: [CH3:1][O:2][C:3]([C:5]1[S:6][C:7]2[CH:8]([NH:20][C:42](=[O:44])[CH3:43])[CH2:9][O:10][C:11]3[CH:18]=[CH:17][C:16]([Br:19])=[CH:15][C:12]=3[C:13]=2[N:14]=1)=[O:4]. The catalyst class is: 20. (4) Reactant: [NH2:1]C1C=CN=CC=1.C(N(CC)CC)C.Cl[C:16]([O:18][CH2:19][CH2:20][CH2:21][CH2:22][CH2:23][CH2:24][CH2:25][CH2:26][CH2:27][CH2:28][CH2:29][CH3:30])=[O:17]. Product: [C:16](=[O:17])([O:18][CH2:19][CH2:20][CH2:21][CH2:22][CH2:23][CH2:24][CH2:25][CH2:26][CH2:27][CH2:28][CH2:29][CH3:30])[NH2:1]. The catalyst class is: 2. (5) Reactant: Cl.[N:2]1[CH:7]=[CH:6][C:5]([O:8][C:9]2[CH:14]=[CH:13][C:12](N)=[CH:11][CH:10]=2)=[CH:4][CH:3]=1.N([O-])=O.[Na+].C(OC([S-])=[S:24])C.[K+].[OH-].[K+]. Product: [N:2]1[CH:7]=[CH:6][C:5]([O:8][C:9]2[CH:14]=[CH:13][C:12]([SH:24])=[CH:11][CH:10]=2)=[CH:4][CH:3]=1. The catalyst class is: 97. (6) Product: [Cl:24][C:4]1[CH:5]=[CH:6][C:7]2[S:8](=[O:10])(=[O:9])[N:11]3[CH2:12][C@H:13]([CH2:14][CH2:15]3)[NH:16][C:2]=2[N:3]=1. The catalyst class is: 4. Reactant: Cl[C:2]1[C:7]([S:8]([N:11]2[CH2:15][CH2:14][C@H:13]([NH:16]C(=O)OC(C)(C)C)[CH2:12]2)(=[O:10])=[O:9])=[CH:6][CH:5]=[C:4]([Cl:24])[N:3]=1.FC(F)(F)C(O)=O.C(=O)([O-])[O-].[Na+].[Na+].